This data is from Peptide-MHC class I binding affinity with 185,985 pairs from IEDB/IMGT. The task is: Regression. Given a peptide amino acid sequence and an MHC pseudo amino acid sequence, predict their binding affinity value. This is MHC class I binding data. (1) The peptide sequence is VHPVHAGPIA. The MHC is HLA-A24:02 with pseudo-sequence HLA-A24:02. The binding affinity (normalized) is 0. (2) The peptide sequence is QRSTLERTSKASLER. The MHC is HLA-A02:01 with pseudo-sequence HLA-A02:01. The binding affinity (normalized) is 0.00451.